Regression. Given a peptide amino acid sequence and an MHC pseudo amino acid sequence, predict their binding affinity value. This is MHC class I binding data. From a dataset of Peptide-MHC class I binding affinity with 185,985 pairs from IEDB/IMGT. (1) The peptide sequence is CAAMDDFQL. The MHC is HLA-A02:06 with pseudo-sequence HLA-A02:06. The binding affinity (normalized) is 0.293. (2) The peptide sequence is SRKRRRTPKK. The MHC is Mamu-B08 with pseudo-sequence Mamu-B08. The binding affinity (normalized) is 0.383. (3) The peptide sequence is MVRVLTVIKEY. The MHC is HLA-A02:01 with pseudo-sequence HLA-A02:01. The binding affinity (normalized) is 0.0847. (4) The peptide sequence is FPLMAKNEA. The MHC is HLA-A68:02 with pseudo-sequence HLA-A68:02. The binding affinity (normalized) is 0.159. (5) The peptide sequence is KDYMSLSEQL. The MHC is HLA-B44:02 with pseudo-sequence HLA-B44:02. The binding affinity (normalized) is 0.0617.